From a dataset of Peptide-MHC class II binding affinity with 134,281 pairs from IEDB. Regression. Given a peptide amino acid sequence and an MHC pseudo amino acid sequence, predict their binding affinity value. This is MHC class II binding data. The peptide sequence is GDTMAEVELREHGSD. The MHC is DRB1_0701 with pseudo-sequence DRB1_0701. The binding affinity (normalized) is 0.